Dataset: Forward reaction prediction with 1.9M reactions from USPTO patents (1976-2016). Task: Predict the product of the given reaction. (1) Given the reactants [OH:1][C:2]1([CH2:16][C:17](O)=O)[CH2:7][CH:6]2[CH2:8][CH2:9][CH:3]1[CH:4]=[C:5]2[C:10]1[CH:15]=[CH:14][CH:13]=[CH:12][CH:11]=1.[F:20][C:21]([F:41])([F:40])[C:22]1[C:30]2[N:29]=[C:28]([CH2:31][CH2:32][CH2:33][NH:34][CH3:35])[NH:27][C:26]=2[CH:25]=[C:24]([C:36]([F:39])([F:38])[F:37])[CH:23]=1, predict the reaction product. The product is: [F:41][C:21]([F:20])([F:40])[C:22]1[C:30]2[N:29]=[C:28]([CH2:31][CH2:32][CH2:33][N:34]([CH3:35])[CH2:17][CH2:16][C:2]3([OH:1])[CH2:7][CH:6]4[CH2:8][CH2:9][CH:3]3[CH:4]=[C:5]4[C:10]3[CH:15]=[CH:14][CH:13]=[CH:12][CH:11]=3)[NH:27][C:26]=2[CH:25]=[C:24]([C:36]([F:37])([F:38])[F:39])[CH:23]=1. (2) Given the reactants [CH:1]1([C:7]([C:9]2S[C:12]3=[CH:13][N:14]=[CH:15][CH:16]=[C:11]3[C:10]=2[CH3:18])=O)[CH2:6][CH2:5][CH2:4][CH2:3][CH2:2]1.[NH2:19][C:20]1[CH:29]=[CH:28][C:23]([C:24]([O:26]C)=[O:25])=[CH:22][CH:21]=1.C(=O)([O-])[OH:31].[Na+].C([BH3-])#N.[Na+].[OH-].[Na+].Cl, predict the reaction product. The product is: [CH:1]1([CH:7]([NH:19][C:20]2[CH:29]=[CH:28][C:23]([C:24]([OH:26])=[O:25])=[CH:22][CH:21]=2)[C:9]2[O:31][C:12]3=[CH:13][N:14]=[CH:15][CH:16]=[C:11]3[C:10]=2[CH3:18])[CH2:6][CH2:5][CH2:4][CH2:3][CH2:2]1.